From a dataset of Catalyst prediction with 721,799 reactions and 888 catalyst types from USPTO. Predict which catalyst facilitates the given reaction. (1) Reactant: [C:1]([C:5]1[CH:10]=[CH:9][C:8]([CH2:11][CH:12]([NH:18][CH2:19][CH2:20][CH2:21]O)[C@@H:13]2[CH2:17][CH2:16][CH2:15][NH:14]2)=[CH:7][CH:6]=1)([CH3:4])([CH3:3])[CH3:2].C1C=CC(P(C2C=CC=CC=2)C2C=CC=CC=2)=CC=1.C1C(=O)N(Br)C(=O)C1.C(N(CC)CC)C. Product: [C:1]([C:5]1[CH:10]=[CH:9][C:8]([CH2:11][CH:12]2[NH:18][CH2:19][CH2:20][CH2:21][N:14]3[CH2:15][CH2:16][CH2:17][C@@H:13]23)=[CH:7][CH:6]=1)([CH3:4])([CH3:3])[CH3:2]. The catalyst class is: 124. (2) Product: [C:13]1([C:8]2[CH:9]=[C:10]3[C:11]([NH2:12])=[N:3][NH:2][C:5]3=[CH:6][N:7]=2)[CH:18]=[CH:17][CH:16]=[CH:15][CH:14]=1. The catalyst class is: 17. Reactant: O.[NH2:2][NH2:3].Cl[C:5]1[C:10]([C:11]#[N:12])=[CH:9][C:8]([C:13]2[CH:18]=[CH:17][CH:16]=[CH:15][CH:14]=2)=[N:7][CH:6]=1. (3) Reactant: [O:1]1[CH2:6][CH2:5][N:4]([C:7]2[NH:8][C:9]([C:12]([O:14]C)=[O:13])=[N:10][N:11]=2)[CH2:3][CH2:2]1.[Li+].[OH-].O. Product: [O:1]1[CH2:2][CH2:3][N:4]([C:7]2[NH:8][C:9]([C:12]([OH:14])=[O:13])=[N:10][N:11]=2)[CH2:5][CH2:6]1. The catalyst class is: 1.